Predict the reaction yield, written as a fraction of the theoretical maximum amount of product (1.0 means a 100% yield; for example, 0.34 means a 34% yield). From a dataset of Reaction yield outcomes from USPTO patents with 853,638 reactions. The reactants are C[C:2]1(C)C2[C:5](=CC=CC=2)[NH:4][C:3]1=O.[C:13]1([CH3:19])[CH:18]=[CH:17][CH:16]=[CH:15][CH:14]=1. No catalyst specified. The product is [CH3:2][CH:3]1[CH2:19][C:13]2[C:18](=[CH:17][CH:16]=[CH:15][CH:14]=2)[N:4]1[CH3:5]. The yield is 0.600.